From a dataset of Full USPTO retrosynthesis dataset with 1.9M reactions from patents (1976-2016). Predict the reactants needed to synthesize the given product. (1) Given the product [Cl:32][C:29]1[CH:28]=[N:27][C:26]([NH:1][CH2:2][C@@H:3]2[C@H:8]([CH3:9])[CH2:7][CH2:6][CH2:5][N:4]2[C:10]([C:12]2[C:17]([C:18]3[CH:19]=[N:20][CH:21]=[CH:22][CH:23]=3)=[CH:16][CH:15]=[C:14]([CH3:24])[N:13]=2)=[O:11])=[N:31][CH:30]=1, predict the reactants needed to synthesize it. The reactants are: [NH2:1][CH2:2][C@@H:3]1[C@H:8]([CH3:9])[CH2:7][CH2:6][CH2:5][N:4]1[C:10]([C:12]1[C:17]([C:18]2[CH:19]=[N:20][CH:21]=[CH:22][CH:23]=2)=[CH:16][CH:15]=[C:14]([CH3:24])[N:13]=1)=[O:11].Cl[C:26]1[N:31]=[CH:30][C:29]([Cl:32])=[CH:28][N:27]=1. (2) Given the product [Cl:8][C:7]1[C:2]([Cl:1])=[C:3]([CH2:10][CH2:11][C:12](=[O:13])[C:14]2[S:15][C:16]([C:19]3[CH:24]=[CH:23][C:22]([C:25]([F:27])([F:28])[F:26])=[CH:21][CH:20]=3)=[CH:17][CH:18]=2)[CH:4]=[CH:5][C:6]=1[O:9][CH:30]([CH2:38][CH3:39])[C:31]([O:33][C:34]([CH3:37])([CH3:36])[CH3:35])=[O:32], predict the reactants needed to synthesize it. The reactants are: [Cl:1][C:2]1[C:7]([Cl:8])=[C:6]([OH:9])[CH:5]=[CH:4][C:3]=1[CH2:10][CH2:11][C:12]([C:14]1[S:15][C:16]([C:19]2[CH:24]=[CH:23][C:22]([C:25]([F:28])([F:27])[F:26])=[CH:21][CH:20]=2)=[CH:17][CH:18]=1)=[O:13].Br[CH:30]([CH2:38][CH3:39])[C:31]([O:33][C:34]([CH3:37])([CH3:36])[CH3:35])=[O:32]. (3) Given the product [Br:18][C:7]1[CH:8]=[C:9]([N+:10]([O-:12])=[O:11])[C:2]([CH3:1])=[C:3]([CH:6]=1)[CH:4]=[O:5], predict the reactants needed to synthesize it. The reactants are: [CH3:1][C:2]1[C:9]([N+:10]([O-:12])=[O:11])=[CH:8][CH:7]=[CH:6][C:3]=1[CH:4]=[O:5].S(=O)(=O)(O)O.[Br:18]N1C(=O)CCC1=O.